Dataset: Full USPTO retrosynthesis dataset with 1.9M reactions from patents (1976-2016). Task: Predict the reactants needed to synthesize the given product. (1) Given the product [N+:12]([C:7]1[CH:8]=[C:9]2[C:4](=[CH:5][CH:6]=1)[N:3]=[C:2]([N:15]1[CH2:20][CH2:19][CH2:18][CH2:17][CH2:16]1)[CH:11]=[CH:10]2)([O-:14])=[O:13], predict the reactants needed to synthesize it. The reactants are: Cl[C:2]1[CH:11]=[CH:10][C:9]2[C:4](=[CH:5][CH:6]=[C:7]([N+:12]([O-:14])=[O:13])[CH:8]=2)[N:3]=1.[NH:15]1[CH2:20][CH2:19][CH2:18][CH2:17][CH2:16]1. (2) Given the product [N:58]([CH2:38][CH2:40][OH:41])([CH2:57][CH2:56][OH:55])[CH2:60][CH2:10][OH:11].[CH3:46][N:45]([CH3:50])[CH2:44][CH2:43][N:48]([CH3:47])[CH2:56][CH2:57][N:58]([CH3:59])[CH3:60], predict the reactants needed to synthesize it. The reactants are: [P].CC1C(N=C=O)=CC(N=[C:10]=[O:11])=CC=1.C1C(CC2C=CC(N=C=O)=CC=2)=CC=C(N=C=O)C=1.CC(O)CO[CH:38]([CH2:40][OH:41])C.[CH2:43]1[N:48]2C[CH2:50][N:45]([CH2:46][CH2:47]2)[CH2:44]1.CN(C)CC[O:55][CH2:56][CH2:57][N:58]([CH3:60])[CH3:59]. (3) Given the product [C:1]([O:5][C:6]([CH2:8][CH2:9][O:10][C:11]1[CH:12]=[C:13]([CH3:27])[C:14]2[CH:18]([CH2:19][C:20]([OH:22])=[O:21])[O:17][B:16]([OH:25])[C:15]=2[CH:26]=1)=[O:7])([CH3:4])([CH3:3])[CH3:2], predict the reactants needed to synthesize it. The reactants are: [C:1]([O:5][C:6]([CH2:8][CH2:9][O:10][C:11]1[CH:12]=[C:13]([CH3:27])[C:14]2[CH:18]([CH2:19][C:20]([O:22]CC)=[O:21])[O:17][B:16]([OH:25])[C:15]=2[CH:26]=1)=[O:7])([CH3:4])([CH3:3])[CH3:2].[Li+].[OH-].Cl. (4) Given the product [CH:1]1([C:4]2[NH:8][N:7]=[C:6]([NH:9][C:10]3[C:15]([C:16]#[CH:17])=[CH:14][N:13]=[C:12]([C:22]4[CH:23]=[CH:24][CH:25]=[CH:26][CH:27]=4)[N:11]=3)[CH:5]=2)[CH2:3][CH2:2]1, predict the reactants needed to synthesize it. The reactants are: [CH:1]1([C:4]2[NH:8][N:7]=[C:6]([NH:9][C:10]3[C:15]([C:16]#[C:17][Si](C)(C)C)=[CH:14][N:13]=[C:12]([C:22]4[CH:27]=[CH:26][CH:25]=[CH:24][CH:23]=4)[N:11]=3)[CH:5]=2)[CH2:3][CH2:2]1. (5) Given the product [CH3:19][NH:20][C:21]([N:23]1[CH2:28][CH2:27][N:26]([CH2:2][C:3]2[C:8]([CH3:9])=[CH:7][N:6]=[C:5]([NH:10][C:11]3[S:12][C:13]([C:16]#[N:17])=[CH:14][N:15]=3)[CH:4]=2)[CH2:25][CH2:24]1)=[O:22], predict the reactants needed to synthesize it. The reactants are: Cl[CH2:2][C:3]1[C:8]([CH3:9])=[CH:7][N:6]=[C:5]([NH:10][C:11]2[S:12][C:13]([C:16]#[N:17])=[CH:14][N:15]=2)[CH:4]=1.[Cl-].[CH3:19][NH:20][C:21]([N:23]1[CH2:28][CH2:27][NH2+:26][CH2:25][CH2:24]1)=[O:22].C(N(C(C)C)CC)(C)C. (6) Given the product [CH3:37][Si:38]([C:41]#[C:42][C:27]1[CH:26]=[C:4]([CH:3]=[CH:2][C:28]=1[CH3:29])[C:5]([NH:7][C:8]1[CH:13]=[CH:12][C:11]([CH2:14][N:15]2[CH2:20][CH2:19][N:18]([CH3:21])[CH2:17][CH2:16]2)=[C:10]([C:22]([F:25])([F:24])[F:23])[CH:9]=1)=[O:6])([CH3:40])[CH3:39], predict the reactants needed to synthesize it. The reactants are: I[C:2]1[CH:3]=[C:4]([CH:26]=[CH:27][C:28]=1[CH3:29])[C:5]([NH:7][C:8]1[CH:13]=[CH:12][C:11]([CH2:14][N:15]2[CH2:20][CH2:19][N:18]([CH3:21])[CH2:17][CH2:16]2)=[C:10]([C:22]([F:25])([F:24])[F:23])[CH:9]=1)=[O:6].C1(C)C=CC=CC=1.[CH3:37][Si:38]([C:41]#[CH:42])([CH3:40])[CH3:39]. (7) Given the product [CH2:10]([N:17]([CH2:28][C:29]1[CH:30]=[CH:31][C:32]([C:33]([NH:6][CH2:5][C:4]2[CH:7]=[CH:8][CH:9]=[C:2]([Cl:1])[CH:3]=2)=[O:34])=[CH:36][CH:37]=1)[S:18]([C:21]1[CH:26]=[CH:25][C:24]([Cl:27])=[CH:23][CH:22]=1)(=[O:20])=[O:19])[C:11]1[CH:12]=[CH:13][CH:14]=[CH:15][CH:16]=1, predict the reactants needed to synthesize it. The reactants are: [Cl:1][C:2]1[CH:3]=[C:4]([CH:7]=[CH:8][CH:9]=1)[CH2:5][NH2:6].[CH2:10]([N:17]([CH2:28][C:29]1[CH:37]=[CH:36][C:32]([C:33](O)=[O:34])=[CH:31][CH:30]=1)[S:18]([C:21]1[CH:26]=[CH:25][C:24]([Cl:27])=[CH:23][CH:22]=1)(=[O:20])=[O:19])[C:11]1[CH:16]=[CH:15][CH:14]=[CH:13][CH:12]=1.C(N(CC)CC)C. (8) Given the product [Cl:1][C:2]1[C:3]2[C:4]3[C:5](=[N:13][NH:14][CH:15]=3)[C:6](=[O:12])[NH:7][C:8]=2[N:9]=[CH:10][CH:11]=1, predict the reactants needed to synthesize it. The reactants are: [Cl:1][C:2]1[C:3]2[C:4]3[C:5](=[N:13][N:14](C(C4C=CC=CC=4)(C4C=CC=CC=4)C4C=CC=CC=4)[CH:15]=3)[C:6](=[O:12])[NH:7][C:8]=2[N:9]=[CH:10][CH:11]=1.Cl.O1CCOCC1. (9) Given the product [C:22]([O:14][CH2:13][C@H:12]([C:3]1[C:4]([CH3:11])=[CH:5][C:6]([N+:8]([O-:10])=[O:9])=[CH:7][C:2]=1[Br:1])[OH:15])(=[O:27])[C:23]([CH3:26])([CH3:25])[CH3:24], predict the reactants needed to synthesize it. The reactants are: [Br:1][C:2]1[CH:7]=[C:6]([N+:8]([O-:10])=[O:9])[CH:5]=[C:4]([CH3:11])[C:3]=1[C@H:12]([OH:15])[CH2:13][OH:14].N1C=CC=CC=1.[C:22](Cl)(=[O:27])[C:23]([CH3:26])([CH3:25])[CH3:24]. (10) Given the product [CH3:1][N:2]1[CH2:20][CH2:19][C:5]2[N:6]([CH2:14][CH2:15][C:16]([N:21]3[CH2:22][CH2:23][CH:24]([NH:27][C:28](=[O:34])[O:29][C:30]([CH3:31])([CH3:33])[CH3:32])[CH2:25][CH2:26]3)=[O:17])[C:7]3[CH:8]=[CH:9][C:10]([CH3:13])=[CH:11][C:12]=3[C:4]=2[CH2:3]1, predict the reactants needed to synthesize it. The reactants are: [CH3:1][N:2]1[CH2:20][CH2:19][C:5]2[N:6]([CH2:14][CH2:15][C:16](O)=[O:17])[C:7]3[CH:8]=[CH:9][C:10]([CH3:13])=[CH:11][C:12]=3[C:4]=2[CH2:3]1.[NH:21]1[CH2:26][CH2:25][CH:24]([NH:27][C:28](=[O:34])[O:29][C:30]([CH3:33])([CH3:32])[CH3:31])[CH2:23][CH2:22]1.CCN=C=NCCCN(C)C.Cl.C(N(CC)CC)C.FC(F)(F)C([O-])=O.